This data is from Forward reaction prediction with 1.9M reactions from USPTO patents (1976-2016). The task is: Predict the product of the given reaction. Given the reactants [NH2:1][C@@H:2]([C@@H:40]([C:47]1[CH:52]=[CH:51][C:50]([Cl:53])=[CH:49][CH:48]=1)[CH:41]1[CH2:46][CH2:45][O:44][CH2:43][CH2:42]1)[C:3]([NH:5][C:6]1[CH:7]=[N:8][CH:9]=[C:10]([F:39])[C:11]=1[CH2:12][CH2:13][C@@H:14]1[N:19]([S:20]([C:23]2[CH:28]=[CH:27][C:26]([O:29][CH3:30])=[CH:25][CH:24]=2)(=[O:22])=[O:21])[C@@H:18]([CH3:31])[CH2:17][N:16](C(OC(C)(C)C)=O)[CH2:15]1)=[O:4].FC(F)(F)C(O)=O, predict the reaction product. The product is: [NH2:1][C@@H:2]([C@@H:40]([C:47]1[CH:48]=[CH:49][C:50]([Cl:53])=[CH:51][CH:52]=1)[CH:41]1[CH2:46][CH2:45][O:44][CH2:43][CH2:42]1)[C:3]([NH:5][C:6]1[CH:7]=[N:8][CH:9]=[C:10]([F:39])[C:11]=1[CH2:12][CH2:13][C@H:14]1[CH2:15][NH:16][CH2:17][C@H:18]([CH3:31])[N:19]1[S:20]([C:23]1[CH:24]=[CH:25][C:26]([O:29][CH3:30])=[CH:27][CH:28]=1)(=[O:21])=[O:22])=[O:4].